This data is from Full USPTO retrosynthesis dataset with 1.9M reactions from patents (1976-2016). The task is: Predict the reactants needed to synthesize the given product. (1) Given the product [CH3:30][O:29][C:27](=[O:28])[CH2:26][O:25][C:9]1[CH:8]=[CH:7][C:6]([Cl:5])=[CH:24][C:10]=1[CH2:11][C:12]1[CH:23]=[CH:22][CH:21]=[CH:20][C:13]=1[O:14][CH:15]([CH3:19])[C:16](=[O:17])[N:35]1[CH2:36][CH2:31][CH2:32][CH2:33][CH2:34]1, predict the reactants needed to synthesize it. The reactants are: C(Cl)CCl.[Cl:5][C:6]1[CH:7]=[CH:8][C:9]([O:25][CH2:26][C:27]([O:29][CH3:30])=[O:28])=[C:10]([CH:24]=1)[CH2:11][C:12]1[CH:23]=[CH:22][CH:21]=[CH:20][C:13]=1[O:14][CH:15]([CH3:19])[C:16](O)=[O:17].[CH:31]1[CH:36]=[N:35][C:34]2N(O)N=N[C:33]=2[CH:32]=1.N1CCCCC1.C(O)C(N)(CO)CO. (2) Given the product [NH2:3][C:4]1[CH:5]=[C:6]([O:16][CH3:17])[C:7]([C:8]([O-:10])=[O:9])=[C:12]([O:14][CH3:15])[CH:13]=1.[Na+:2], predict the reactants needed to synthesize it. The reactants are: [OH-].[Na+:2].[NH2:3][C:4]1[CH:13]=[C:12]([O:14][CH3:15])[C:7]([C:8]([O:10]C)=[O:9])=[C:6]([O:16][CH3:17])[CH:5]=1. (3) Given the product [Cl:5][S:1]([NH:6][CH2:7][CH2:8][P:9](=[O:16])([O:10][CH2:11][CH3:12])[O:13][CH2:14][CH3:15])(=[O:3])=[O:2], predict the reactants needed to synthesize it. The reactants are: [S:1]([Cl:5])(Cl)(=[O:3])=[O:2].[NH2:6][CH2:7][CH2:8][P:9](=[O:16])([O:13][CH2:14][CH3:15])[O:10][CH2:11][CH3:12].C(N(CC)CC)C. (4) Given the product [CH3:60][N:61]([CH3:66])[CH2:62][C:63]([N:20]1[CH2:19][CH:18]=[C:17]([C:15]2[NH:14][C:10]3=[N:11][CH:12]=[CH:13][C:8]([C:6]4[C:5]([C:23]5[CH:28]=[CH:27][C:26]([NH:29][C:30]([NH:32][C:33]6[CH:34]=[CH:35][CH:36]=[CH:37][CH:38]=6)=[O:31])=[CH:25][CH:24]=5)=[N:4][N:3]([CH2:1][CH3:2])[CH:7]=4)=[C:9]3[CH:16]=2)[CH2:22][CH2:21]1)=[O:64], predict the reactants needed to synthesize it. The reactants are: [CH2:1]([N:3]1[CH:7]=[C:6]([C:8]2[CH:13]=[CH:12][N:11]=[C:10]3[NH:14][C:15]([C:17]4[CH2:18][CH2:19][NH:20][CH2:21][CH:22]=4)=[CH:16][C:9]=23)[C:5]([C:23]2[CH:28]=[CH:27][C:26]([NH:29][C:30]([NH:32][C:33]3[CH:38]=[CH:37][CH:36]=[CH:35][CH:34]=3)=[O:31])=[CH:25][CH:24]=2)=[N:4]1)[CH3:2].C(Cl)CCl.C1C=CC2N(O)N=NC=2C=1.C(N(CC)CC)C.[CH3:60][N:61]([CH3:66])[CH2:62][C:63](O)=[O:64]. (5) Given the product [CH3:47][O:46][C:44](=[O:45])[CH2:43][CH2:42][CH2:41][CH2:40][CH2:39][O:22][C:17]1[CH:16]=[CH:15][C:14]([CH2:13][NH:12][C:10](=[O:11])[CH2:9][CH2:8][CH2:7][CH2:6][CH:5]=[CH:4][CH:2]([CH3:1])[CH3:3])=[CH:19][C:18]=1[O:20][CH3:21], predict the reactants needed to synthesize it. The reactants are: [CH3:1][CH:2](/[CH:4]=[CH:5]/[CH2:6][CH2:7][CH2:8][CH2:9][C:10]([NH:12][CH2:13][C:14]1[CH:15]=[CH:16][C:17]([OH:22])=[C:18]([O:20][CH3:21])[CH:19]=1)=[O:11])[CH3:3].C([O-])([O-])=O.[K+].[K+].[I-].[Na+].P(O)([O-])([O-])=O.[Na+].[Na+].Br[CH2:39][CH2:40][CH2:41][CH2:42][CH2:43][C:44]([O:46][CH3:47])=[O:45]. (6) Given the product [F:24][C:19]1[CH:20]=[CH:21][CH:22]=[CH:23][C:18]=1[N:14]1[CH2:13][C:12]2([CH2:11][CH2:10][CH:9]([C:7]3[NH:6][C:5]4[CH:27]=[CH:28][C:2]([C:47]5[CH:46]=[N:45][C:44]([O:43][CH3:42])=[N:49][CH:48]=5)=[CH:3][C:4]=4[N:8]=3)[CH2:26][CH2:25]2)[O:16][C:15]1=[O:17], predict the reactants needed to synthesize it. The reactants are: Br[C:2]1[CH:28]=[CH:27][C:5]2[NH:6][C:7]([CH:9]3[CH2:26][CH2:25][C:12]4([O:16][C:15](=[O:17])[N:14]([C:18]5[CH:23]=[CH:22][CH:21]=[CH:20][C:19]=5[F:24])[CH2:13]4)[CH2:11][CH2:10]3)=[N:8][C:4]=2[CH:3]=1.P(C(C)(C)C)(C(C)(C)C)C(C)(C)C.[CH3:42][O:43][C:44]1[N:49]=[CH:48][C:47](B(O)O)=[CH:46][N:45]=1.C(=O)([O-])[O-].[Cs+].[Cs+].